Dataset: Catalyst prediction with 721,799 reactions and 888 catalyst types from USPTO. Task: Predict which catalyst facilitates the given reaction. (1) Reactant: C[O:2][C:3](=[O:32])[CH2:4][N:5]1[C:13]2[C:8](=[CH:9][C:10]([F:14])=[CH:11][CH:12]=2)[C:7]([CH2:15][C:16]2[N:17]=[CH:18][N:19]([CH3:30])[C:20]=2[S:21]([C:24]2[CH:29]=[CH:28][CH:27]=[CH:26][CH:25]=2)(=[O:23])=[O:22])=[C:6]1[CH3:31].CO.[OH-].[Na+]. Product: [C:24]1([S:21]([C:20]2[N:19]([CH3:30])[CH:18]=[N:17][C:16]=2[CH2:15][C:7]2[C:8]3[C:13](=[CH:12][CH:11]=[C:10]([F:14])[CH:9]=3)[N:5]([CH2:4][C:3]([OH:32])=[O:2])[C:6]=2[CH3:31])(=[O:23])=[O:22])[CH:29]=[CH:28][CH:27]=[CH:26][CH:25]=1. The catalyst class is: 7. (2) Reactant: [S:1]1[C:5]2[CH:6]=[C:7]([C:10]([O:12]CC)=[O:11])[CH:8]=[CH:9][C:4]=2[N:3]=[CH:2]1.[OH-].[Na+].Br. Product: [S:1]1[C:5]2[CH:6]=[C:7]([C:10]([OH:12])=[O:11])[CH:8]=[CH:9][C:4]=2[N:3]=[CH:2]1. The catalyst class is: 8.